This data is from Forward reaction prediction with 1.9M reactions from USPTO patents (1976-2016). The task is: Predict the product of the given reaction. The product is: [OH:6][CH:5]([C:7]1[CH:8]=[C:9]([NH:13][S:14]([C:17]2[CH:18]=[CH:19][CH:20]=[CH:21][CH:22]=2)(=[O:15])=[O:16])[CH:10]=[CH:11][CH:12]=1)[CH2:4][NH:35][C:32]([CH3:34])([CH3:33])[CH2:31][CH2:30][N:28]1[CH:29]=[C:25]([I:24])[N:26]=[CH:27]1. Given the reactants C(O[CH:4](O)[C:5]([C:7]1[CH:8]=[C:9]([NH:13][S:14]([C:17]2[CH:22]=[CH:21][CH:20]=[CH:19][CH:18]=2)(=[O:16])=[O:15])[CH:10]=[CH:11][CH:12]=1)=[O:6])C.[I:24][C:25]1[N:26]=[CH:27][N:28]([CH2:30][CH2:31][C:32]([NH2:35])([CH3:34])[CH3:33])[CH:29]=1.[BH4-].[Na+].C(=O)([O-])[O-].[K+].[K+], predict the reaction product.